Dataset: Full USPTO retrosynthesis dataset with 1.9M reactions from patents (1976-2016). Task: Predict the reactants needed to synthesize the given product. (1) Given the product [NH2:19][C:16]1[CH:17]=[CH:18][C:13]([S:10]([NH:9][C:7]2[CH:6]=[CH:5][N:4]=[C:3]([O:2][CH3:1])[CH:8]=2)(=[O:11])=[O:12])=[CH:14][CH:15]=1, predict the reactants needed to synthesize it. The reactants are: [CH3:1][O:2][C:3]1[CH:8]=[C:7]([NH:9][S:10]([C:13]2[CH:18]=[CH:17][C:16]([N+:19]([O-])=O)=[CH:15][CH:14]=2)(=[O:12])=[O:11])[CH:6]=[CH:5][N:4]=1.O. (2) Given the product [ClH:1].[ClH:1].[CH:19]([N:22]1[CH2:27][CH2:26][N:25]([C:2]2[CH:7]=[CH:6][C:5]([C:8]3[CH:13]=[CH:12][C:11]([O:14][C:15]([F:18])([F:17])[F:16])=[CH:10][CH:9]=3)=[CH:4][N:3]=2)[CH2:24][CH2:23]1)([CH3:21])[CH3:20], predict the reactants needed to synthesize it. The reactants are: [Cl:1][C:2]1[CH:7]=[CH:6][C:5]([C:8]2[CH:13]=[CH:12][C:11]([O:14][C:15]([F:18])([F:17])[F:16])=[CH:10][CH:9]=2)=[CH:4][N:3]=1.[CH:19]([N:22]1[CH2:27][CH2:26][NH:25][CH2:24][CH2:23]1)([CH3:21])[CH3:20]. (3) The reactants are: Cl[C:2]1[N:7]=[C:6]([C:8]2[N:12]3[CH:13]=[CH:14][C:15]([F:17])=[CH:16][C:11]3=[N:10][C:9]=2[C:18]2[CH:19]=[CH:20][C:21]([O:35][CH3:36])=[C:22]([CH:34]=2)[C:23]([NH:25][C:26]2[C:31]([F:32])=[CH:30][CH:29]=[CH:28][C:27]=2[F:33])=[O:24])[CH:5]=[CH:4][N:3]=1.[CH3:37][C:38]1[C:39]([N:47]2[CH2:52][CH2:51][CH:50]([CH2:53][CH2:54][S:55]([CH3:58])(=[O:57])=[O:56])[CH2:49][CH2:48]2)=[CH:40][C:41]([O:45][CH3:46])=[C:42]([CH:44]=1)[NH2:43].Cl.O1CCOCC1.C[O-].[Na+]. Given the product [F:33][C:27]1[CH:28]=[CH:29][CH:30]=[C:31]([F:32])[C:26]=1[NH:25][C:23](=[O:24])[C:22]1[CH:34]=[C:18]([C:9]2[N:10]=[C:11]3[CH:16]=[C:15]([F:17])[CH:14]=[CH:13][N:12]3[C:8]=2[C:6]2[CH:5]=[CH:4][N:3]=[C:2]([NH:43][C:42]3[CH:44]=[C:38]([CH3:37])[C:39]([N:47]4[CH2:52][CH2:51][CH:50]([CH2:53][CH2:54][S:55]([CH3:58])(=[O:57])=[O:56])[CH2:49][CH2:48]4)=[CH:40][C:41]=3[O:45][CH3:46])[N:7]=2)[CH:19]=[CH:20][C:21]=1[O:35][CH3:36], predict the reactants needed to synthesize it. (4) Given the product [CH3:1][O:2][C:3]([C:5]1[CH:6]=[C:7]2[C:11](=[CH:12][CH:13]=1)[NH:10][CH:9]=[C:8]2[C:14]1([CH2:18][NH2:19])[CH2:15][CH2:16][CH2:17]1)=[O:4], predict the reactants needed to synthesize it. The reactants are: [CH3:1][O:2][C:3]([C:5]1[CH:6]=[C:7]2[C:11](=[CH:12][CH:13]=1)[NH:10][CH:9]=[C:8]2[C:14]1([C:18]#[N:19])[CH2:17][CH2:16][CH2:15]1)=[O:4]. (5) Given the product [C:1]([O:5][C:6]([N:8]1[CH2:13][CH2:12][CH:11]([N:14]2[C:18]3=[N:19][CH:20]=[N:21][C:22]([O:32][C:31]4[C:26]([O:25][CH3:24])=[N:27][C:28]([O:33][CH3:34])=[CH:29][CH:30]=4)=[C:17]3[CH:16]=[N:15]2)[CH2:10][CH2:9]1)=[O:7])([CH3:4])([CH3:3])[CH3:2], predict the reactants needed to synthesize it. The reactants are: [C:1]([O:5][C:6]([N:8]1[CH2:13][CH2:12][CH:11]([N:14]2[C:18]3=[N:19][CH:20]=[N:21][C:22](Cl)=[C:17]3[CH:16]=[N:15]2)[CH2:10][CH2:9]1)=[O:7])([CH3:4])([CH3:3])[CH3:2].[CH3:24][O:25][C:26]1[C:31]([OH:32])=[CH:30][CH:29]=[C:28]([O:33][CH3:34])[N:27]=1.C(=O)([O-])[O-].[K+].[K+].ClCCl.